Dataset: Reaction yield outcomes from USPTO patents with 853,638 reactions. Task: Predict the reaction yield, written as a fraction of the theoretical maximum amount of product (1.0 means a 100% yield; for example, 0.34 means a 34% yield). The reactants are Br[C:2]1[CH:19]=[C:18]([F:20])[C:5]([CH2:6][N:7]2[C:16]3[C:11](=[CH:12][CH:13]=[CH:14][CH:15]=3)[N:10]=[CH:9][C:8]2=[O:17])=[C:4]([F:21])[CH:3]=1.[CH3:22][N:23]1[CH:31]=[C:30]2[C:25]([CH:26]=[CH:27][CH:28]=[C:29]2B(O)O)=[N:24]1.C([O-])([O-])=O.[Cs+].[Cs+].O. The product is [F:20][C:18]1[CH:19]=[C:2]([C:29]2[C:30]3[C:25]([CH:26]=[CH:27][CH:28]=2)=[N:24][N:23]([CH3:22])[CH:31]=3)[CH:3]=[C:4]([F:21])[C:5]=1[CH2:6][N:7]1[C:16]2[C:11](=[CH:12][CH:13]=[CH:14][CH:15]=2)[N:10]=[CH:9][C:8]1=[O:17]. The yield is 0.730. The catalyst is C1C=CC(P(C2C=CC=CC=2)[C-]2C=CC=C2)=CC=1.C1C=CC(P(C2C=CC=CC=2)[C-]2C=CC=C2)=CC=1.Cl[Pd]Cl.[Fe+2].C1COCC1.